Task: Predict which catalyst facilitates the given reaction.. Dataset: Catalyst prediction with 721,799 reactions and 888 catalyst types from USPTO (1) Reactant: [NH2:1][C:2]1[N:10]=[CH:9][N:8]=[C:7]2[C:3]=1[N:4]=[CH:5][N:6]2[C@H:11]1[C@@H:15]2[O:16][C:17]([CH3:20])([CH3:19])[O:18][C@@H:14]2[C@@H:13]([CH2:21][N:22]([CH3:29])[CH:23]2[CH2:26][CH:25]([CH2:27][OH:28])[CH2:24]2)[O:12]1.CCN(CC)CC.[CH3:37][S:38](Cl)(=[O:40])=[O:39].O. Product: [CH3:37][S:38]([O:28][CH2:27][CH:25]1[CH2:24][CH:23]([N:22]([CH2:21][C@@H:13]2[C@@H:14]3[C@@H:15]([O:16][C:17]([CH3:19])([CH3:20])[O:18]3)[C@H:11]([N:6]3[CH:5]=[N:4][C:3]4[C:7]3=[N:8][CH:9]=[N:10][C:2]=4[NH2:1])[O:12]2)[CH3:29])[CH2:26]1)(=[O:40])=[O:39]. The catalyst class is: 2. (2) Reactant: C([O:3][C:4]([CH2:6][N:7]1[CH2:11][C@@H:10]([C:12]2[CH:17]=[CH:16][CH:15]=[CH:14][CH:13]=2)[CH2:9][C:8]1=[O:18])=O)C.[NH3:19]. Product: [C:4]([CH2:6][N:7]1[CH2:11][C@@H:10]([C:12]2[CH:17]=[CH:16][CH:15]=[CH:14][CH:13]=2)[CH2:9][C:8]1=[O:18])(=[O:3])[NH2:19]. The catalyst class is: 5.